This data is from Forward reaction prediction with 1.9M reactions from USPTO patents (1976-2016). The task is: Predict the product of the given reaction. (1) Given the reactants CCN(C(C)C)C(C)C.[CH3:10][O:11][C:12]1[CH:13]=[CH:14][CH:15]=[C:16]2[C:21]=1[O:20][CH2:19][C:18]([C:22]([OH:24])=O)=[CH:17]2.CN(C(ON1N=NC2C=CC=NC1=2)=[N+](C)C)C.F[P-](F)(F)(F)(F)F.[N:49]1[C:50]([C:58]2[CH:59]=[C:60]([NH2:64])[CH:61]=[CH:62][CH:63]=2)=[CH:51][N:52]2[CH:57]=[CH:56][CH:55]=[CH:54][C:53]=12, predict the reaction product. The product is: [N:49]1[C:50]([C:58]2[CH:59]=[C:60]([NH:64][C:22]([C:18]3[CH2:19][O:20][C:21]4[C:16]([CH:17]=3)=[CH:15][CH:14]=[CH:13][C:12]=4[O:11][CH3:10])=[O:24])[CH:61]=[CH:62][CH:63]=2)=[CH:51][N:52]2[CH:57]=[CH:56][CH:55]=[CH:54][C:53]=12. (2) Given the reactants [CH3:1][C:2]1[N:6]2[C:7]3[C:12]([NH:13][C:14](=[O:15])[C:5]2=[N:4][C:3]=1C(O)=O)=[CH:11][CH:10]=[C:9]([CH3:16])[CH:8]=3.C1(OC2C=CC=CC=2)C=CC=CC=1, predict the reaction product. The product is: [CH3:1][C:2]1[N:6]2[C:7]3[C:12]([NH:13][C:14](=[O:15])[C:5]2=[N:4][CH:3]=1)=[CH:11][CH:10]=[C:9]([CH3:16])[CH:8]=3. (3) Given the reactants C[C:2]1[C:7]([N+:8]([O-:10])=[O:9])=[CH:6][C:5]([N+:11]([O-:13])=[O:12])=[C:4]([OH:14])[C:3]=1[CH:15]([CH3:17])[CH3:16].[CH3:18][CH2:19][CH2:20]C(C1C(O)=C([N+]([O-])=O)C=C([N+]([O-])=O)C=1)C.CC1C(O)=C([N+]([O-])=O)C=C([N+]([O-])=O)C=1, predict the reaction product. The product is: [CH2:19]1[CH2:20][CH2:16][CH:15]([C:3]2[C:4]([OH:14])=[C:5]([N+:11]([O-:13])=[O:12])[CH:6]=[C:7]([N+:8]([O-:10])=[O:9])[CH:2]=2)[CH2:17][CH2:18]1. (4) Given the reactants [CH2:1]([O:8][C:9]1[CH:10]=[C:11]2[C:16](=[CH:17][CH:18]=1)[C:15](=[O:19])[N:14]([CH2:20][CH:21]([CH3:23])[CH3:22])[C:13]([C:24](OC)=[O:25])=[C:12]2[C:28]1[CH:33]=[CH:32][CH:31]=[C:30]([F:34])[CH:29]=1)[C:2]1[CH:7]=[CH:6][CH:5]=[CH:4][CH:3]=1.O.[OH-].[Li+].Cl.C(Cl)(=O)C(Cl)=O.[BH4-].[Na+], predict the reaction product. The product is: [CH2:1]([O:8][C:9]1[CH:10]=[C:11]2[C:16](=[CH:17][CH:18]=1)[C:15](=[O:19])[N:14]([CH2:20][CH:21]([CH3:22])[CH3:23])[C:13]([CH2:24][OH:25])=[C:12]2[C:28]1[CH:33]=[CH:32][CH:31]=[C:30]([F:34])[CH:29]=1)[C:2]1[CH:3]=[CH:4][CH:5]=[CH:6][CH:7]=1. (5) Given the reactants N[C:2]1[C:10]2[C:5](=[CH:6][CH:7]=[C:8]([Br:11])[CH:9]=2)[NH:4][N:3]=1.[PH2](O)=O.N(OCC(C)C)=O, predict the reaction product. The product is: [Br:11][C:8]1[CH:9]=[C:10]2[C:5](=[CH:6][CH:7]=1)[NH:4][N:3]=[CH:2]2. (6) Given the reactants C[C:2]([CH3:5])([O-:4])C.[K+].C[OH:8].ClC1N=CC([C:16]#[N:17])=CC=1.[CH2:18]1[CH2:22][O:21][CH2:20][CH2:19]1, predict the reaction product. The product is: [CH3:20][O:21][C:22]1[CH:18]=[CH:19][C:5]([C:2]([OH:8])=[O:4])=[CH:16][N:17]=1. (7) Given the reactants [Cl:1][C:2]1[CH:3]=[C:4]([NH:13][CH2:14][CH:15]2[CH2:19][CH2:18][CH2:17][CH2:16]2)[C:5]([CH3:12])=[C:6]([CH:11]=1)[C:7]([O:9][CH3:10])=[O:8].[C:20](=O)([O-])[O-].[Cs+].[Cs+].CI, predict the reaction product. The product is: [Cl:1][C:2]1[CH:3]=[C:4]([N:13]([CH2:14][CH:15]2[CH2:16][CH2:17][CH2:18][CH2:19]2)[CH3:20])[C:5]([CH3:12])=[C:6]([CH:11]=1)[C:7]([O:9][CH3:10])=[O:8]. (8) Given the reactants [Cl:1][C:2]1[CH:7]=[C:6]([Cl:8])[CH:5]=[C:4]([Cl:9])[C:3]=1[NH:10][C:11]([NH:13][C:14]1[C:15]([C:24]([NH:26][C:27]2([C:33]([O:35]C)=[O:34])[CH2:32][CH2:31][S:30][CH2:29][CH2:28]2)=[O:25])=[CH:16][C:17]2[C:22]([CH:23]=1)=[CH:21][CH:20]=[CH:19][CH:18]=2)=[O:12].Cl, predict the reaction product. The product is: [Cl:1][C:2]1[CH:7]=[C:6]([Cl:8])[CH:5]=[C:4]([Cl:9])[C:3]=1[NH:10][C:11]([NH:13][C:14]1[C:15]([C:24]([NH:26][C:27]2([C:33]([OH:35])=[O:34])[CH2:32][CH2:31][S:30][CH2:29][CH2:28]2)=[O:25])=[CH:16][C:17]2[C:22]([CH:23]=1)=[CH:21][CH:20]=[CH:19][CH:18]=2)=[O:12]. (9) Given the reactants [CH2:1]([N:6]1[CH:10]=[C:9]([N+:11]([O-:13])=[O:12])[CH:8]=[C:7]1[C:14]([O:16]CC)=[O:15])[CH2:2][CH:3]([CH3:5])[CH3:4].[OH-].[Na+], predict the reaction product. The product is: [CH2:1]([N:6]1[CH:10]=[C:9]([N+:11]([O-:13])=[O:12])[CH:8]=[C:7]1[C:14]([OH:16])=[O:15])[CH2:2][CH:3]([CH3:5])[CH3:4]. (10) Given the reactants [CH2:1]1[C:9]2[C:4](=[CH:5][CH:6]=[CH:7][CH:8]=2)[CH2:3][NH:2]1.Br[CH2:11][CH:12]1[CH2:14][O:13]1.C([O-])([O-])=O.[K+].[K+], predict the reaction product. The product is: [O:13]1[CH2:14][CH:12]1[CH2:11][N:2]1[CH2:3][C:4]2[C:9](=[CH:8][CH:7]=[CH:6][CH:5]=2)[CH2:1]1.